This data is from Full USPTO retrosynthesis dataset with 1.9M reactions from patents (1976-2016). The task is: Predict the reactants needed to synthesize the given product. (1) Given the product [Cl:25][C:26]1[CH:27]=[C:28]([C:33]2([C:48]([F:50])([F:49])[F:51])[O:37][N:36]=[C:35]([C:38]3[CH:46]=[CH:45][C:41]([C:6]([NH:7][CH2:8][CH:9]4[S:13](=[O:14])(=[O:15])[N:12]([C:16]5[CH:17]=[CH:18][C:19]([O:22][CH3:23])=[CH:20][CH:21]=5)[CH2:11][CH2:10]4)=[O:24])=[C:40]([CH3:47])[CH:39]=3)[CH2:34]2)[CH:29]=[C:30]([Cl:32])[CH:31]=1, predict the reactants needed to synthesize it. The reactants are: C(O[C:6](=[O:24])[NH:7][CH2:8][CH:9]1[S:13](=[O:15])(=[O:14])[N:12]([C:16]2[CH:21]=[CH:20][C:19]([O:22][CH3:23])=[CH:18][CH:17]=2)[CH2:11][CH2:10]1)(C)(C)C.[Cl:25][C:26]1[CH:27]=[C:28]([C:33]2([C:48]([F:51])([F:50])[F:49])[O:37][N:36]=[C:35]([C:38]3[CH:46]=[CH:45][C:41](C(O)=O)=[C:40]([CH3:47])[CH:39]=3)[CH2:34]2)[CH:29]=[C:30]([Cl:32])[CH:31]=1. (2) Given the product [C:1]([O:5][C:6]([NH:8][CH2:9][C:10]1[CH:15]=[CH:14][C:13]([CH2:16][C@H:17]([NH:23][C:24](=[O:33])[O:25][CH2:26][C:27]2[CH:28]=[CH:29][CH:30]=[CH:31][CH:32]=2)[C:18]([C@@:19]2([CH3:21])[CH2:20][O:38]2)=[O:22])=[CH:12][CH:11]=1)=[O:7])([CH3:2])([CH3:3])[CH3:4], predict the reactants needed to synthesize it. The reactants are: [C:1]([O:5][C:6]([NH:8][CH2:9][C:10]1[CH:15]=[CH:14][C:13]([CH2:16][C@H:17]([NH:23][C:24](=[O:33])[O:25][CH2:26][C:27]2[CH:32]=[CH:31][CH:30]=[CH:29][CH:28]=2)[C@H:18]([OH:22])[C:19]([CH3:21])=[CH2:20])=[CH:12][CH:11]=1)=[O:7])([CH3:4])([CH3:3])[CH3:2].C([O:38]O)(C)(C)C.CC(OI1(OC(C)=O)(OC(C)=O)OC(=O)C2C=CC=CC1=2)=O.C([O-])(O)=O.[Na+].[O-]S([O-])(=S)=O.[Na+].[Na+]. (3) Given the product [Cl:1][C:2]1[N:11]=[C:10]([NH:23][C:22]2[CH:24]=[CH:25][C:19]([O:18][CH3:17])=[CH:20][CH:21]=2)[C:9]2[C:4](=[CH:5][C:6]([O:15][CH3:16])=[C:7]([O:13][CH3:14])[CH:8]=2)[N:3]=1, predict the reactants needed to synthesize it. The reactants are: [Cl:1][C:2]1[N:11]=[C:10](Cl)[C:9]2[C:4](=[CH:5][C:6]([O:15][CH3:16])=[C:7]([O:13][CH3:14])[CH:8]=2)[N:3]=1.[CH3:17][O:18][C:19]1[CH:25]=[CH:24][C:22]([NH2:23])=[CH:21][CH:20]=1. (4) The reactants are: C[Si](C)(C)Cl.BrCCBr.[C:10]([O:14][C:15]([N:17]1[CH2:22][CH2:21][CH:20](I)[CH2:19][CH2:18]1)=[O:16])([CH3:13])([CH3:12])[CH3:11].Cl[C:25]1[C:30]([NH2:31])=[CH:29][C:28]([Cl:32])=[CH:27][N:26]=1. Given the product [C:10]([O:14][C:15]([N:17]1[CH2:22][CH:21]=[C:20]([C:25]2[C:30]([NH2:31])=[CH:29][C:28]([Cl:32])=[CH:27][N:26]=2)[CH2:19][CH2:18]1)=[O:16])([CH3:13])([CH3:12])[CH3:11], predict the reactants needed to synthesize it. (5) Given the product [OH:8][CH2:9][C:11]1([CH2:16][O:17][C:18]2[C:23]3[C:24]([O:27][CH2:28][CH:29]4[CH2:34][CH2:33][N:32]([C:35]([O:37][C:38]([CH3:41])([CH3:40])[CH3:39])=[O:36])[CH2:31][CH2:30]4)=[N:25][O:26][C:22]=3[CH:21]=[CH:20][CH:19]=2)[CH2:15][CH2:14][CH2:13][CH2:12]1, predict the reactants needed to synthesize it. The reactants are: [H-].[Al+3].[Li+].[H-].[H-].[H-].C[O:8][C:9]([C:11]1([CH2:16][O:17][C:18]2[C:23]3[C:24]([O:27][CH2:28][CH:29]4[CH2:34][CH2:33][N:32]([C:35]([O:37][C:38]([CH3:41])([CH3:40])[CH3:39])=[O:36])[CH2:31][CH2:30]4)=[N:25][O:26][C:22]=3[CH:21]=[CH:20][CH:19]=2)[CH2:15][CH2:14][CH2:13][CH2:12]1)=O.C(OCC)(=O)C. (6) Given the product [Br:24][C:20]1[CH:21]=[C:22]2[C:17](=[CH:18][CH:19]=1)[O:16][C:15](=[O:25])[C:14]([CH2:13][S:9][C:7]1[NH:8][C:4]3[CH:3]=[C:2]([F:1])[CH:11]=[CH:10][C:5]=3[N:6]=1)=[CH:23]2, predict the reactants needed to synthesize it. The reactants are: [F:1][C:2]1[CH:11]=[CH:10][C:5]2=[N:6][C:7](=[S:9])[N:8]=[C:4]2[CH:3]=1.Cl[CH2:13][C:14]1[C:15](=[O:25])[O:16][C:17]2[C:22]([CH:23]=1)=[CH:21][C:20]([Br:24])=[CH:19][CH:18]=2. (7) Given the product [CH2:35]([O:26][C:22]1[CH:21]=[C:20]([N:15]2[CH:16]=[CH:17][C:18](=[O:19])[C:13]([CH2:12][C:8]3[CH:7]=[C:6]([NH:5][C:4](=[O:27])[O:3][CH2:1][CH3:2])[CH:11]=[CH:10][CH:9]=3)=[N:14]2)[CH:25]=[CH:24][CH:23]=1)[CH3:36], predict the reactants needed to synthesize it. The reactants are: [CH2:1]([O:3][C:4](=[O:27])[NH:5][C:6]1[CH:11]=[CH:10][CH:9]=[C:8]([CH2:12][C:13]2[C:18](=[O:19])[CH:17]=[CH:16][N:15]([C:20]3[CH:25]=[CH:24][CH:23]=[C:22]([OH:26])[CH:21]=3)[N:14]=2)[CH:7]=1)[CH3:2].C([O-])([O-])=O.[Cs+].[Cs+].Br[CH2:35][CH3:36].O. (8) Given the product [Cl:14][C:11]1[CH:12]=[CH:13][C:8]([C:6]2[C:5]([C:15]([C:16]#[N:17])([CH3:19])[CH3:18])=[CH:4][CH:3]=[C:2]([NH:1][C:25](=[O:26])[C:24]3[CH:28]=[CH:29][C:30]([O:31][CH3:32])=[C:22]([O:21][CH3:20])[CH:23]=3)[CH:7]=2)=[CH:9][CH:10]=1, predict the reactants needed to synthesize it. The reactants are: [NH2:1][C:2]1[CH:3]=[CH:4][C:5]([C:15]([CH3:19])([CH3:18])[C:16]#[N:17])=[C:6]([C:8]2[CH:13]=[CH:12][C:11]([Cl:14])=[CH:10][CH:9]=2)[CH:7]=1.[CH3:20][O:21][C:22]1[CH:23]=[C:24]([CH:28]=[CH:29][C:30]=1[O:31][CH3:32])[C:25](Cl)=[O:26].C(N(CC)CC)C.